Dataset: Retrosynthesis with 50K atom-mapped reactions and 10 reaction types from USPTO. Task: Predict the reactants needed to synthesize the given product. (1) Given the product N#Cc1c(NC(=O)C2CCCCC2)sc(-c2ccccc2)c1C#N, predict the reactants needed to synthesize it. The reactants are: N#C[Cu].N#Cc1c(NC(=O)C2CCCCC2)sc(-c2ccccc2)c1Br. (2) Given the product CCOC(=O)c1c[nH]c2cc(CO)sc2c1=O, predict the reactants needed to synthesize it. The reactants are: CCOC(=O)c1c[nH]c2cc(C=O)sc2c1=O. (3) Given the product COc1cccc(CCNC(=O)C(F)(F)F)c1, predict the reactants needed to synthesize it. The reactants are: COc1cccc(CCN)c1.O=C(OC(=O)C(F)(F)F)C(F)(F)F. (4) Given the product CC(=O)OC(C)CC1CC(=O)N1[Si](C)(C)C(C)(C)C, predict the reactants needed to synthesize it. The reactants are: CC(=O)Cl.CC(O)CC1CC(=O)N1[Si](C)(C)C(C)(C)C.